From a dataset of Full USPTO retrosynthesis dataset with 1.9M reactions from patents (1976-2016). Predict the reactants needed to synthesize the given product. Given the product [CH3:36][O:35][CH:19]1[N:18]([C:10]2[C:11]([CH:15]([CH3:17])[CH3:16])=[CH:12][CH:13]=[CH:14][C:9]=2[CH:6]([CH3:8])[CH3:7])[CH2:22][CH2:21][N:20]1[C:23]1[C:24]([CH:32]([CH3:34])[CH3:33])=[CH:25][CH:26]=[CH:27][C:28]=1[CH:29]([CH3:31])[CH3:30], predict the reactants needed to synthesize it. The reactants are: F[B-](F)(F)F.[CH:6]([C:9]1[CH:14]=[CH:13][CH:12]=[C:11]([CH:15]([CH3:17])[CH3:16])[C:10]=1[NH+:18]1[CH2:22][CH2:21][N:20]([C:23]2[C:28]([CH:29]([CH3:31])[CH3:30])=[CH:27][CH:26]=[CH:25][C:24]=2[CH:32]([CH3:34])[CH3:33])[CH2:19]1)([CH3:8])[CH3:7].[O-:35][CH2:36]C.[Na+].FC(F)(F)C1C=CC=C(C(F)(F)F)C=1.